This data is from NCI-60 drug combinations with 297,098 pairs across 59 cell lines. The task is: Regression. Given two drug SMILES strings and cell line genomic features, predict the synergy score measuring deviation from expected non-interaction effect. (1) Drug 1: CS(=O)(=O)C1=CC(=C(C=C1)C(=O)NC2=CC(=C(C=C2)Cl)C3=CC=CC=N3)Cl. Drug 2: CC1C(C(CC(O1)OC2CC(CC3=C2C(=C4C(=C3O)C(=O)C5=C(C4=O)C(=CC=C5)OC)O)(C(=O)CO)O)N)O.Cl. Cell line: ACHN. Synergy scores: CSS=56.3, Synergy_ZIP=1.96, Synergy_Bliss=2.57, Synergy_Loewe=4.54, Synergy_HSA=4.37. (2) Drug 1: CC1=C2C(C(=O)C3(C(CC4C(C3C(C(C2(C)C)(CC1OC(=O)C(C(C5=CC=CC=C5)NC(=O)OC(C)(C)C)O)O)OC(=O)C6=CC=CC=C6)(CO4)OC(=O)C)OC)C)OC. Drug 2: C1=C(C(=O)NC(=O)N1)N(CCCl)CCCl. Cell line: SN12C. Synergy scores: CSS=64.0, Synergy_ZIP=5.36, Synergy_Bliss=4.16, Synergy_Loewe=7.87, Synergy_HSA=9.90. (3) Drug 1: CC1OCC2C(O1)C(C(C(O2)OC3C4COC(=O)C4C(C5=CC6=C(C=C35)OCO6)C7=CC(=C(C(=C7)OC)O)OC)O)O. Drug 2: CCN(CC)CCCC(C)NC1=C2C=C(C=CC2=NC3=C1C=CC(=C3)Cl)OC. Cell line: BT-549. Synergy scores: CSS=41.6, Synergy_ZIP=-2.71, Synergy_Bliss=2.42, Synergy_Loewe=2.03, Synergy_HSA=6.05. (4) Drug 2: CC1=CC=C(C=C1)C2=CC(=NN2C3=CC=C(C=C3)S(=O)(=O)N)C(F)(F)F. Cell line: PC-3. Synergy scores: CSS=2.53, Synergy_ZIP=-1.28, Synergy_Bliss=-2.10, Synergy_Loewe=-5.22, Synergy_HSA=-3.69. Drug 1: C1CCC(C1)C(CC#N)N2C=C(C=N2)C3=C4C=CNC4=NC=N3. (5) Drug 1: CC1=C(N=C(N=C1N)C(CC(=O)N)NCC(C(=O)N)N)C(=O)NC(C(C2=CN=CN2)OC3C(C(C(C(O3)CO)O)O)OC4C(C(C(C(O4)CO)O)OC(=O)N)O)C(=O)NC(C)C(C(C)C(=O)NC(C(C)O)C(=O)NCCC5=NC(=CS5)C6=NC(=CS6)C(=O)NCCC[S+](C)C)O. Drug 2: CS(=O)(=O)OCCCCOS(=O)(=O)C. Cell line: K-562. Synergy scores: CSS=8.73, Synergy_ZIP=-2.91, Synergy_Bliss=-0.514, Synergy_Loewe=-0.500, Synergy_HSA=-0.448. (6) Drug 1: COC1=C(C=C2C(=C1)N=CN=C2NC3=CC(=C(C=C3)F)Cl)OCCCN4CCOCC4. Drug 2: CN(C)N=NC1=C(NC=N1)C(=O)N. Cell line: T-47D. Synergy scores: CSS=10.6, Synergy_ZIP=-5.44, Synergy_Bliss=-1.74, Synergy_Loewe=-14.7, Synergy_HSA=-1.48. (7) Drug 1: C1=NC2=C(N=C(N=C2N1C3C(C(C(O3)CO)O)F)Cl)N. Cell line: HL-60(TB). Drug 2: CC=C1C(=O)NC(C(=O)OC2CC(=O)NC(C(=O)NC(CSSCCC=C2)C(=O)N1)C(C)C)C(C)C. Synergy scores: CSS=58.3, Synergy_ZIP=2.85, Synergy_Bliss=2.65, Synergy_Loewe=-15.2, Synergy_HSA=-2.68. (8) Drug 1: C1=NC2=C(N=C(N=C2N1C3C(C(C(O3)CO)O)O)F)N. Drug 2: CC1C(C(CC(O1)OC2CC(CC3=C2C(=C4C(=C3O)C(=O)C5=C(C4=O)C(=CC=C5)OC)O)(C(=O)CO)O)N)O.Cl. Cell line: HOP-62. Synergy scores: CSS=32.1, Synergy_ZIP=-11.8, Synergy_Bliss=-12.0, Synergy_Loewe=-8.39, Synergy_HSA=-6.66. (9) Drug 1: CCN(CC)CCNC(=O)C1=C(NC(=C1C)C=C2C3=C(C=CC(=C3)F)NC2=O)C. Drug 2: CC1C(C(CC(O1)OC2CC(CC3=C2C(=C4C(=C3O)C(=O)C5=C(C4=O)C(=CC=C5)OC)O)(C(=O)CO)O)N)O.Cl. Cell line: OVCAR-5. Synergy scores: CSS=27.5, Synergy_ZIP=3.37, Synergy_Bliss=5.38, Synergy_Loewe=-8.82, Synergy_HSA=1.03. (10) Drug 1: C1=C(C(=O)NC(=O)N1)N(CCCl)CCCl. Drug 2: CC1CCCC2(C(O2)CC(NC(=O)CC(C(C(=O)C(C1O)C)(C)C)O)C(=CC3=CSC(=N3)C)C)C. Cell line: UACC62. Synergy scores: CSS=35.2, Synergy_ZIP=1.59, Synergy_Bliss=3.96, Synergy_Loewe=4.62, Synergy_HSA=4.80.